From a dataset of Cav3 T-type calcium channel HTS with 100,875 compounds. Binary Classification. Given a drug SMILES string, predict its activity (active/inactive) in a high-throughput screening assay against a specified biological target. The compound is O=C1N(C(N2C1CCC2)c1c(OC)ccc(OC)c1)c1ncccc1. The result is 0 (inactive).